Task: Regression. Given two drug SMILES strings and cell line genomic features, predict the synergy score measuring deviation from expected non-interaction effect.. Dataset: NCI-60 drug combinations with 297,098 pairs across 59 cell lines (1) Drug 1: C1=NC2=C(N1)C(=S)N=C(N2)N. Drug 2: CN1C(=O)N2C=NC(=C2N=N1)C(=O)N. Cell line: U251. Synergy scores: CSS=25.6, Synergy_ZIP=-4.54, Synergy_Bliss=-2.17, Synergy_Loewe=-13.0, Synergy_HSA=-0.539. (2) Drug 1: COC1=C(C=C2C(=C1)N=CN=C2NC3=CC(=C(C=C3)F)Cl)OCCCN4CCOCC4. Drug 2: CCN(CC)CCNC(=O)C1=C(NC(=C1C)C=C2C3=C(C=CC(=C3)F)NC2=O)C. Cell line: HT29. Synergy scores: CSS=20.9, Synergy_ZIP=2.14, Synergy_Bliss=3.08, Synergy_Loewe=3.35, Synergy_HSA=2.71. (3) Drug 1: C1CN1C2=NC(=NC(=N2)N3CC3)N4CC4. Drug 2: C1CCN(CC1)CCOC2=CC=C(C=C2)C(=O)C3=C(SC4=C3C=CC(=C4)O)C5=CC=C(C=C5)O. Cell line: OVCAR-4. Synergy scores: CSS=4.29, Synergy_ZIP=-3.39, Synergy_Bliss=-1.11, Synergy_Loewe=-2.09, Synergy_HSA=-1.26. (4) Drug 1: CN1CCC(CC1)COC2=C(C=C3C(=C2)N=CN=C3NC4=C(C=C(C=C4)Br)F)OC. Drug 2: C1=NC2=C(N=C(N=C2N1C3C(C(C(O3)CO)O)O)F)N. Cell line: NCI-H522. Synergy scores: CSS=17.1, Synergy_ZIP=-9.89, Synergy_Bliss=-6.36, Synergy_Loewe=-7.11, Synergy_HSA=-5.18. (5) Drug 1: C1=NC2=C(N1)C(=S)N=C(N2)N. Drug 2: C1=NC2=C(N=C(N=C2N1C3C(C(C(O3)CO)O)F)Cl)N. Cell line: OVCAR-4. Synergy scores: CSS=9.89, Synergy_ZIP=-8.76, Synergy_Bliss=-11.4, Synergy_Loewe=-16.2, Synergy_HSA=-9.74. (6) Drug 1: C1=C(C(=O)NC(=O)N1)N(CCCl)CCCl. Drug 2: COC1=NC(=NC2=C1N=CN2C3C(C(C(O3)CO)O)O)N. Cell line: LOX IMVI. Synergy scores: CSS=35.1, Synergy_ZIP=5.95, Synergy_Bliss=6.06, Synergy_Loewe=-27.0, Synergy_HSA=2.00. (7) Drug 1: CC1=C(C=C(C=C1)NC(=O)C2=CC=C(C=C2)CN3CCN(CC3)C)NC4=NC=CC(=N4)C5=CN=CC=C5. Drug 2: CCC1=C2CN3C(=CC4=C(C3=O)COC(=O)C4(CC)O)C2=NC5=C1C=C(C=C5)O. Cell line: SK-MEL-28. Synergy scores: CSS=-1.97, Synergy_ZIP=3.42, Synergy_Bliss=2.28, Synergy_Loewe=-21.5, Synergy_HSA=-11.0. (8) Drug 1: CCC1=CC2CC(C3=C(CN(C2)C1)C4=CC=CC=C4N3)(C5=C(C=C6C(=C5)C78CCN9C7C(C=CC9)(C(C(C8N6C)(C(=O)OC)O)OC(=O)C)CC)OC)C(=O)OC.C(C(C(=O)O)O)(C(=O)O)O. Drug 2: CCC1(CC2CC(C3=C(CCN(C2)C1)C4=CC=CC=C4N3)(C5=C(C=C6C(=C5)C78CCN9C7C(C=CC9)(C(C(C8N6C)(C(=O)OC)O)OC(=O)C)CC)OC)C(=O)OC)O.OS(=O)(=O)O. Cell line: COLO 205. Synergy scores: CSS=67.3, Synergy_ZIP=0.459, Synergy_Bliss=0.529, Synergy_Loewe=0.286, Synergy_HSA=0.727. (9) Drug 1: CC1=C(C=C(C=C1)NC2=NC=CC(=N2)N(C)C3=CC4=NN(C(=C4C=C3)C)C)S(=O)(=O)N.Cl. Drug 2: CC1=C2C(C(=O)C3(C(CC4C(C3C(C(C2(C)C)(CC1OC(=O)C(C(C5=CC=CC=C5)NC(=O)C6=CC=CC=C6)O)O)OC(=O)C7=CC=CC=C7)(CO4)OC(=O)C)O)C)OC(=O)C. Cell line: PC-3. Synergy scores: CSS=53.8, Synergy_ZIP=4.93, Synergy_Bliss=8.37, Synergy_Loewe=-62.4, Synergy_HSA=9.37.